This data is from Reaction yield outcomes from USPTO patents with 853,638 reactions. The task is: Predict the reaction yield, written as a fraction of the theoretical maximum amount of product (1.0 means a 100% yield; for example, 0.34 means a 34% yield). (1) The reactants are [Cl:1][C:2]1[CH:22]=[CH:21][C:5]2[N:6]=[C:7]([C:11]3[CH:16]=[CH:15][CH:14]=[CH:13][C:12]=3[O:17]C(=O)C)O[C:9](=[O:10])[C:4]=2[CH:3]=1.[F:23][C:24]1[CH:25]=[C:26]([CH2:30][CH2:31][NH2:32])[CH:27]=[CH:28][CH:29]=1. No catalyst specified. The product is [Cl:1][C:2]1[CH:3]=[C:4]2[C:5](=[CH:21][CH:22]=1)[N:6]=[C:7]([C:11]1[CH:16]=[CH:15][CH:14]=[CH:13][C:12]=1[OH:17])[N:32]([CH2:31][CH2:30][C:26]1[CH:27]=[CH:28][CH:29]=[C:24]([F:23])[CH:25]=1)[C:9]2=[O:10]. The yield is 0.450. (2) The reactants are [C:12]([O:11][C:9](O[C:9]([O:11][C:12]([CH3:15])([CH3:14])[CH3:13])=[O:10])=[O:10])([CH3:15])([CH3:14])[CH3:13].[NH2:16][C:17]([C:21]1[CH:26]=[CH:25][CH:24]=[C:23]([N+:27]([O-:29])=[O:28])[CH:22]=1)([CH3:20])[CH2:18][OH:19].OS([O-])(=O)=O.[K+]. The catalyst is C([O-])(O)=O.[Na+].C1COCC1. The product is [C:12]([O:11][C:9](=[O:10])[NH:16][C:17]([CH3:20])([C:21]1[CH:26]=[CH:25][CH:24]=[C:23]([N+:27]([O-:29])=[O:28])[CH:22]=1)[CH2:18][OH:19])([CH3:13])([CH3:14])[CH3:15]. The yield is 0.730. (3) The reactants are [Cl:1][C:2]1[C:26]([Cl:27])=[CH:25][CH:24]=[CH:23][C:3]=1[C:4]([NH:6][CH2:7][CH:8]([N:16]1[CH2:21][CH2:20][CH:19]([OH:22])[CH2:18][CH2:17]1)[C:9]1[CH:10]=[N:11][C:12]([CH3:15])=[N:13][CH:14]=1)=[O:5].C[N+]1([O-])CCOCC1. The catalyst is C(Cl)Cl.CCC[N+](CCC)(CCC)CCC.[O-][Ru](=O)(=O)=O. The product is [Cl:1][C:2]1[C:26]([Cl:27])=[CH:25][CH:24]=[CH:23][C:3]=1[C:4]([NH:6][CH2:7][CH:8]([C:9]1[CH:14]=[N:13][C:12]([CH3:15])=[N:11][CH:10]=1)[N:16]1[CH2:21][CH2:20][C:19](=[O:22])[CH2:18][CH2:17]1)=[O:5]. The yield is 0.240. (4) The reactants are [NH:1]1[CH:5]=[CH:4][CH:3]=[N:2]1.O1CCCC1.[H-].[Na+].[CH:13]([C:17]1[C:18]([Cl:28])=[N:19][C:20](S(C)(=O)=O)=[N:21][C:22]=1[CH3:23])([CH2:15][CH3:16])[CH3:14]. The catalyst is O. The product is [CH:13]([C:17]1[C:18]([Cl:28])=[N:19][C:20]([N:1]2[CH:5]=[CH:4][CH:3]=[N:2]2)=[N:21][C:22]=1[CH3:23])([CH2:15][CH3:16])[CH3:14]. The yield is 1.00.